This data is from Full USPTO retrosynthesis dataset with 1.9M reactions from patents (1976-2016). The task is: Predict the reactants needed to synthesize the given product. (1) Given the product [CH3:32][C:27]1([CH3:33])[C:28]([CH3:31])([CH3:30])[O:29][B:25]([C:13]2[C:4]3[S:5][C:6]4[CH:12]=[CH:11][CH:10]=[CH:9][C:7]=4[CH2:8][C:2](=[O:1])[C:3]=3[CH:16]=[CH:15][CH:14]=2)[O:26]1, predict the reactants needed to synthesize it. The reactants are: [O:1]=[C:2]1[CH2:8][C:7]2[CH:9]=[CH:10][CH:11]=[CH:12][C:6]=2[S:5][C:4]2[C:13](OS(C(F)(F)F)(=O)=O)=[CH:14][CH:15]=[CH:16][C:3]1=2.[B:25]1([B:25]2[O:29][C:28]([CH3:31])([CH3:30])[C:27]([CH3:33])([CH3:32])[O:26]2)[O:29][C:28]([CH3:31])([CH3:30])[C:27]([CH3:33])([CH3:32])[O:26]1.C([O-])(=O)C.[K+]. (2) Given the product [Br:1][C:2]1[CH:10]=[CH:9][CH:8]=[C:7]2[C:3]=1[C:4]([CH:11]([CH3:14])[C:12]([OH:20])=[O:15])=[CH:5][NH:6]2, predict the reactants needed to synthesize it. The reactants are: [Br:1][C:2]1[CH:10]=[CH:9][CH:8]=[C:7]2[C:3]=1[C:4]([CH:11]([CH3:14])[C:12]#N)=[CH:5][NH:6]2.[OH-:15].[K+].Cl.C([OH:20])C. (3) The reactants are: [F:1][C:2]1([F:23])[C:7]([F:9])([F:8])[C:6]2([CH2:12][CH2:13][CH3:14])[CH2:10][CH2:11][C:3]1([O:15]C(CCCCC)=O)[CH2:4][CH2:5]2.[OH-].[K+].O.Cl. Given the product [F:1][C:2]1([F:23])[C:7]([F:9])([F:8])[C:6]2([CH2:12][CH2:13][CH3:14])[CH2:5][CH2:4][C:3]1([OH:15])[CH2:11][CH2:10]2, predict the reactants needed to synthesize it. (4) Given the product [C:27]([O:26][C:24]([N:8]1[CH2:13][CH2:12][C:11](=[O:14])[CH:10]([CH3:15])[CH2:9]1)=[O:25])([CH3:28])([CH3:29])[CH3:30], predict the reactants needed to synthesize it. The reactants are: C([N:8]1[CH2:13][CH2:12][C:11](=[O:14])[CH:10]([CH3:15])[CH2:9]1)C1C=CC=CC=1.[C:24](O[C:24]([O:26][C:27]([CH3:30])([CH3:29])[CH3:28])=[O:25])([O:26][C:27]([CH3:30])([CH3:29])[CH3:28])=[O:25].